From a dataset of Catalyst prediction with 721,799 reactions and 888 catalyst types from USPTO. Predict which catalyst facilitates the given reaction. (1) Reactant: [NH2:1][C:2]1[N:7]=[C:6]([C:8]([O:10][CH3:11])=[O:9])[CH:5]=[C:4](Cl)[N:3]=1.[F:13][C:14]1[CH:15]=[C:16]([CH:18]=[CH:19][C:20]=1[O:21][C:22]1[CH:27]=[CH:26][N:25]=[C:24]2[NH:28][CH:29]=[CH:30][C:23]=12)[NH2:17].Cl.C(=O)(O)[O-].[Na+]. Product: [NH2:1][C:2]1[N:7]=[C:6]([C:8]([O:10][CH3:11])=[O:9])[CH:5]=[C:4]([NH:17][C:16]2[CH:18]=[CH:19][C:20]([O:21][C:22]3[CH:27]=[CH:26][N:25]=[C:24]4[NH:28][CH:29]=[CH:30][C:23]=34)=[C:14]([F:13])[CH:15]=2)[N:3]=1. The catalyst class is: 97. (2) Reactant: [CH:1]1[C:14]2[C:5](=[N:6][C:7]3[C:12]([C:13]=2[NH:15][CH2:16][C@@H:17]([OH:20])[CH2:18][OH:19])=[CH:11][CH:10]=[CH:9][CH:8]=3)[CH:4]=[CH:3][CH:2]=1.[CH3:21][O:22][C:23]1[CH:44]=[CH:43][C:26]([C:27](Cl)([C:36]2[CH:41]=[CH:40][CH:39]=[CH:38][CH:37]=2)[C:28]2[CH:33]=[CH:32][C:31]([O:34][CH3:35])=[CH:30][CH:29]=2)=[CH:25][CH:24]=1.CO. Product: [CH:1]1[C:14]2[C:5](=[N:6][C:7]3[C:12]([C:13]=2[NH:15][CH2:16][C@@H:17]([OH:20])[CH2:18][O:19][C:27]([C:36]2[CH:41]=[CH:40][CH:39]=[CH:38][CH:37]=2)([C:28]2[CH:33]=[CH:32][C:31]([O:34][CH3:35])=[CH:30][CH:29]=2)[C:26]2[CH:25]=[CH:24][C:23]([O:22][CH3:21])=[CH:44][CH:43]=2)=[CH:11][CH:10]=[CH:9][CH:8]=3)[CH:4]=[CH:3][CH:2]=1. The catalyst class is: 17. (3) Reactant: [C:1](OC(=O)C)(=O)C.[F:8][C:9]1[CH:14]=[CH:13][CH:12]=[C:11]([F:15])[C:10]=1[CH2:16][O:17][C:18]([C:27]1[CH:32]=[CH:31][C:30]([CH2:33][S:34]([C:37]2[CH:42]=[CH:41][C:40]([F:43])=[CH:39][CH:38]=2)(=[O:36])=[O:35])=[CH:29][CH:28]=1)([C:23]([F:26])([F:25])[F:24])[C:19]([F:22])([F:21])[F:20].CN(C)CN(C)C. Product: [F:8][C:9]1[CH:14]=[CH:13][CH:12]=[C:11]([F:15])[C:10]=1[CH2:16][O:17][C:18]([C:27]1[CH:32]=[CH:31][C:30]([C:33]([S:34]([C:37]2[CH:42]=[CH:41][C:40]([F:43])=[CH:39][CH:38]=2)(=[O:36])=[O:35])=[CH2:1])=[CH:29][CH:28]=1)([C:23]([F:24])([F:25])[F:26])[C:19]([F:21])([F:22])[F:20]. The catalyst class is: 42. (4) Reactant: Cl.[F:2][C:3]1[C:8]([F:9])=[C:7]([F:10])[C:6]([F:11])=[C:5]([F:12])[C:4]=1[C:13]1[CH:18]=[CH:17][CH:16]=[C:15]([C:19]([F:22])([F:21])[F:20])[C:14]=1[N+:23]([O-])=O.[Sn].[OH-].[Na+]. Product: [F:2][C:3]1[C:8]([F:9])=[C:7]([F:10])[C:6]([F:11])=[C:5]([F:12])[C:4]=1[C:13]1[CH:18]=[CH:17][CH:16]=[C:15]([C:19]([F:22])([F:21])[F:20])[C:14]=1[NH2:23]. The catalyst class is: 8.